Dataset: NCI-60 drug combinations with 297,098 pairs across 59 cell lines. Task: Regression. Given two drug SMILES strings and cell line genomic features, predict the synergy score measuring deviation from expected non-interaction effect. Drug 1: CC1=C(C=C(C=C1)NC(=O)C2=CC=C(C=C2)CN3CCN(CC3)C)NC4=NC=CC(=N4)C5=CN=CC=C5. Drug 2: CC1=C2C(C(=O)C3(C(CC4C(C3C(C(C2(C)C)(CC1OC(=O)C(C(C5=CC=CC=C5)NC(=O)C6=CC=CC=C6)O)O)OC(=O)C7=CC=CC=C7)(CO4)OC(=O)C)O)C)OC(=O)C. Cell line: HCT116. Synergy scores: CSS=22.9, Synergy_ZIP=15.1, Synergy_Bliss=7.88, Synergy_Loewe=-53.6, Synergy_HSA=-1.31.